Dataset: Full USPTO retrosynthesis dataset with 1.9M reactions from patents (1976-2016). Task: Predict the reactants needed to synthesize the given product. (1) Given the product [Br:14][C:15]1[CH:21]=[CH:20][C:18]([NH:19][C:2]2[C:3]([C:11]([OH:13])=[O:12])=[CH:4][N:5]([CH3:10])[C:6](=[O:9])[C:7]=2[CH3:8])=[C:17]([F:22])[CH:16]=1, predict the reactants needed to synthesize it. The reactants are: Cl[C:2]1[C:3]([C:11]([OH:13])=[O:12])=[CH:4][N:5]([CH3:10])[C:6](=[O:9])[C:7]=1[CH3:8].[Br:14][C:15]1[CH:21]=[CH:20][C:18]([NH2:19])=[C:17]([F:22])[CH:16]=1. (2) Given the product [Cl:1][C:2]1[CH:7]=[CH:6][CH:5]=[CH:4][C:3]=1[C:8]1[C:19](=[O:20])[N:18]([CH3:21])[C:11]2[N:12]=[C:13]([S:33]([CH3:23])(=[O:37])=[O:34])[N:14]=[CH:15][C:10]=2[CH:9]=1, predict the reactants needed to synthesize it. The reactants are: [Cl:1][C:2]1[CH:7]=[CH:6][CH:5]=[CH:4][C:3]=1[C:8]1[C:19](=[O:20])[N:18]([CH3:21])[C:11]2[N:12]=[C:13](SC)[N:14]=[CH:15][C:10]=2[CH:9]=1.Cl[C:23]1C=CC=C(C(OO)=O)C=1.[S:33](=[O:37])(=O)(O)[O-:34].[Na+].C(=O)(O)[O-].[Na+]. (3) Given the product [CH3:1][O:2][C:3]1[CH:4]=[CH:5][C:6]2[O:10][CH:9]=[C:8]([CH2:11][CH2:12][N:30]3[CH2:31][CH2:32][N:27]([C:25]4[CH:26]=[C:17]([O:15][CH3:16])[CH:18]=[C:19]5[C:24]=4[N:23]=[CH:22][CH:21]=[CH:20]5)[CH2:28][CH2:29]3)[C:7]=2[CH:14]=1, predict the reactants needed to synthesize it. The reactants are: [CH3:1][O:2][C:3]1[CH:4]=[CH:5][C:6]2[O:10][CH:9]=[C:8]([CH2:11][CH2:12]I)[C:7]=2[CH:14]=1.[O:15]([C:17]1[CH:18]=[C:19]2[C:24](=[C:25]([N:27]3[CH2:32][CH2:31][NH:30][CH2:29][CH2:28]3)[CH:26]=1)[N:23]=[CH:22][CH:21]=[CH:20]2)[CH3:16]. (4) Given the product [CH3:1][O:2][C:3]([C:5]1[CH:10]=[N:9][C:8]([NH:22][CH2:21][CH2:20][CH2:19][CH:16]2[CH2:15][CH2:14][N:13]([CH3:12])[CH2:18][CH2:17]2)=[CH:7][N:6]=1)=[O:4], predict the reactants needed to synthesize it. The reactants are: [CH3:1][O:2][C:3]([C:5]1[CH:10]=[N:9][C:8](Cl)=[CH:7][N:6]=1)=[O:4].[CH3:12][N:13]1[CH2:18][CH2:17][CH:16]([CH2:19][CH2:20][CH2:21][NH2:22])[CH2:15][CH2:14]1. (5) The reactants are: Cl.[CH2:2]([O:9][CH2:10][CH2:11][CH2:12][N:13]1[C:17](=[O:18])[C:16]2([CH2:23][CH2:22][NH:21][CH2:20][CH2:19]2)[N:15]([C:24]2[CH:29]=[CH:28][CH:27]=[CH:26][CH:25]=2)[CH2:14]1)[C:3]1[CH:8]=[CH:7][CH:6]=[CH:5][CH:4]=1.C(OCC)(=O)C. Given the product [CH2:2]([O:9][CH2:10][CH2:11][CH2:12][N:13]1[C:17](=[O:18])[C:16]2([CH2:19][CH2:20][NH:21][CH2:22][CH2:23]2)[N:15]([C:24]2[CH:29]=[CH:28][CH:27]=[CH:26][CH:25]=2)[CH2:14]1)[C:3]1[CH:8]=[CH:7][CH:6]=[CH:5][CH:4]=1, predict the reactants needed to synthesize it.